From a dataset of Forward reaction prediction with 1.9M reactions from USPTO patents (1976-2016). Predict the product of the given reaction. (1) Given the reactants [CH3:1][O:2][C:3]1[CH:20]=[C:19]([O:21][CH3:22])[CH:18]=[CH:17][C:4]=1[CH2:5][N:6]([CH2:10][CH:11]1[O:15][C:14](=[O:16])[NH:13][CH2:12]1)[C:7](=[O:9])[CH3:8].Br[C:24]1[CH:35]=[CH:34][C:27]2[O:28][CH2:29][CH2:30][CH2:31][C:32](=[O:33])[C:26]=2[CH:25]=1, predict the reaction product. The product is: [CH3:1][O:2][C:3]1[CH:20]=[C:19]([O:21][CH3:22])[CH:18]=[CH:17][C:4]=1[CH2:5][N:6]([CH2:10][CH:11]1[O:15][C:14](=[O:16])[N:13]([C:24]2[CH:35]=[CH:34][C:27]3[O:28][CH2:29][CH2:30][CH2:31][C:32](=[O:33])[C:26]=3[CH:25]=2)[CH2:12]1)[C:7](=[O:9])[CH3:8]. (2) The product is: [Cl:1][C:2]1[CH:9]=[C:8]([N:10]([C@H:11]2[CH2:15][CH2:14][N:13]([CH2:28][C:29]3[CH:33]=[C:32]([CH3:34])[O:31][N:30]=3)[CH2:12]2)[CH2:16][C:17]2[CH:22]=[CH:21][CH:20]=[CH:19][C:18]=2[C:23]([F:26])([F:24])[F:25])[CH:7]=[CH:6][C:3]=1[C:4]#[N:5]. Given the reactants [Cl:1][C:2]1[CH:9]=[C:8]([N:10]([CH2:16][C:17]2[CH:22]=[CH:21][CH:20]=[CH:19][C:18]=2[C:23]([F:26])([F:25])[F:24])[C@H:11]2[CH2:15][CH2:14][NH:13][CH2:12]2)[CH:7]=[CH:6][C:3]=1[C:4]#[N:5].Br[CH2:28][C:29]1[CH:33]=[C:32]([CH3:34])[O:31][N:30]=1.C([O-])([O-])=O.[K+].[K+], predict the reaction product.